Dataset: Forward reaction prediction with 1.9M reactions from USPTO patents (1976-2016). Task: Predict the product of the given reaction. (1) The product is: [I:1][C:2]1[CH:3]=[C:4]([CH:5]=[CH:6][CH:7]=1)[O:8][CH2:10][C:11]([O:13][CH3:14])=[O:12]. Given the reactants [I:1][C:2]1[CH:3]=[C:4]([OH:8])[CH:5]=[CH:6][CH:7]=1.Br[CH2:10][C:11]([O:13][CH2:14]C)=[O:12].C(=O)([O-])[O-].[K+].[K+].O, predict the reaction product. (2) Given the reactants [CH3:1][N:2]1[CH:6]=[C:5]([C:7]([CH:9]2[CH2:14][CH2:13][N:12](C(OC(C)(C)C)=O)[CH2:11][CH2:10]2)=[O:8])[CH:4]=[N:3]1.[ClH:22], predict the reaction product. The product is: [ClH:22].[CH3:1][N:2]1[CH:6]=[C:5]([C:7]([CH:9]2[CH2:14][CH2:13][NH:12][CH2:11][CH2:10]2)=[O:8])[CH:4]=[N:3]1. (3) The product is: [ClH:23].[C:13]([C:16]1[CH:21]=[CH:20][C:19]([O:10][CH:9]2[CH2:8][N:7]([CH3:11])[CH2:6][C:5]3[O:12][C:2]([CH3:1])=[CH:3][C:4]2=3)=[CH:18][C:17]=1[Cl:23])(=[O:15])[NH2:14]. Given the reactants [CH3:1][C:2]1[O:12][C:5]2[CH2:6][N:7]([CH3:11])[CH2:8][CH:9]([OH:10])[C:4]=2[CH:3]=1.[C:13]([C:16]1[CH:21]=[CH:20][C:19](F)=[CH:18][C:17]=1[Cl:23])(=[O:15])[NH2:14], predict the reaction product. (4) Given the reactants Cl[C:2]1[N:3]([CH2:24][CH:25]([CH3:27])[CH3:26])[C:4]2[C:9]([N:10]=1)=[C:8]([N:11]1[CH2:16][CH2:15][O:14][CH2:13][CH2:12]1)[N:7]=[C:6]([C:17]1[CH:18]=[N:19][C:20]([NH2:23])=[N:21][CH:22]=1)[N:5]=2.[CH3:28][C@@H:29]1[CH2:34][NH:33][CH2:32][CH2:31][NH:30]1.CN1CCCC1=[O:41], predict the reaction product. The product is: [CH:15]([O-:14])=[O:41].[CH2:24]([N:3]1[C:2]([N:33]2[CH2:32][CH2:31][NH:30][C@H:29]([CH3:28])[CH2:34]2)=[N:10][C:9]2[C:4]1=[N:5][C:6]([C:17]1[CH:18]=[N:19][C:20]([NH2:23])=[N:21][CH:22]=1)=[N:7][C:8]=2[N:11]1[CH2:16][CH2:15][O:14][CH2:13][CH2:12]1)[CH:25]([CH3:27])[CH3:26]. (5) Given the reactants [CH2:1]([O:5][C:6]1[N:14]=[C:13]2[C:9]([N:10]=[C:11]([O:22]C)[N:12]2[CH2:15][CH2:16][CH:17]2[CH2:21][CH2:20][CH2:19][O:18]2)=[C:8]([NH2:24])[N:7]=1)[CH2:2][CH2:3][CH3:4].Cl.[OH-].[Na+].C(=O)([O-])O.[Na+], predict the reaction product. The product is: [NH2:24][C:8]1[N:7]=[C:6]([O:5][CH2:1][CH2:2][CH2:3][CH3:4])[N:14]=[C:13]2[C:9]=1[NH:10][C:11](=[O:22])[N:12]2[CH2:15][CH2:16][CH:17]1[CH2:21][CH2:20][CH2:19][O:18]1. (6) Given the reactants CO[C:3]([C:5]1[NH:6][N:7]=[C:8]([O:10][CH2:11][C:12]2[C:13]([CH2:18][CH2:19][CH2:20][CH3:21])=[N:14][O:15][C:16]=2[CH3:17])[CH:9]=1)=[O:4].COC(C1NN=C(OC[C:33]2[C:34]([C:39]3[CH:44]=CC=CC=3)=[N:35][O:36][C:37]=2C)C=1)=O.NC1CCOCC1, predict the reaction product. The product is: [O:36]1[CH2:44][CH2:39][CH:34]([NH:35][C:3]([C:5]2[NH:6][N:7]=[C:8]([O:10][CH2:11][C:12]3[C:13]([CH2:18][CH2:19][CH2:20][CH3:21])=[N:14][O:15][C:16]=3[CH3:17])[CH:9]=2)=[O:4])[CH2:33][CH2:37]1. (7) Given the reactants [Cl:1][C:2]1[CH:9]=[C:6]([CH:7]=[O:8])[C:5]([OH:10])=[CH:4][CH:3]=1.[C:11]([O:15][C:16](=[O:21])[C:17](Br)([CH3:19])[CH3:18])([CH3:14])([CH3:13])[CH3:12].C([O-])([O-])=O.[Cs+].[Cs+], predict the reaction product. The product is: [C:11]([O:15][C:16](=[O:21])[C:17]([O:10][C:5]1[CH:4]=[CH:3][C:2]([Cl:1])=[CH:9][C:6]=1[CH:7]=[O:8])([CH3:19])[CH3:18])([CH3:14])([CH3:13])[CH3:12].